This data is from Reaction yield outcomes from USPTO patents with 853,638 reactions. The task is: Predict the reaction yield, written as a fraction of the theoretical maximum amount of product (1.0 means a 100% yield; for example, 0.34 means a 34% yield). (1) The reactants are [Br:1][C:2]1[CH:3]=[C:4]([NH:10][C:11]2[N:16]=[CH:15][C:14]([N:17]3[CH2:22][CH2:21][N:20](C(OC(C)(C)C)=O)[CH2:19][C:18]3([CH3:31])[CH3:30])=[CH:13][CH:12]=2)[C:5](=[O:9])[N:6]([CH3:8])[CH:7]=1.Cl. The catalyst is ClCCl.C(OCC)C. The product is [Br:1][C:2]1[CH:3]=[C:4]([NH:10][C:11]2[CH:12]=[CH:13][C:14]([N:17]3[CH2:22][CH2:21][NH:20][CH2:19][C:18]3([CH3:31])[CH3:30])=[CH:15][N:16]=2)[C:5](=[O:9])[N:6]([CH3:8])[CH:7]=1. The yield is 0.950. (2) The reactants are [F:1][C:2]([F:20])([C:14]1[CH:19]=[CH:18][CH:17]=[CH:16][CH:15]=1)[CH2:3][O:4][C:5]1[CH:10]=[CH:9][C:8]([CH2:11][C:12]#[N:13])=[CH:7][CH:6]=1.[OH-].[Na+]. The catalyst is C(O)C.[Ni].O. The product is [F:1][C:2]([F:20])([C:14]1[CH:19]=[CH:18][CH:17]=[CH:16][CH:15]=1)[CH2:3][O:4][C:5]1[CH:6]=[CH:7][C:8]([CH2:11][CH2:12][NH2:13])=[CH:9][CH:10]=1. The yield is 0.980. (3) The reactants are [NH2:1][C:2]1[CH:3]=[C:4]([OH:8])[CH:5]=[CH:6][CH:7]=1.C([O:11][C:12](=O)[C:13]([C:26]#[N:27])=[CH:14][C:15]1[CH:20]=[C:19]([O:21][CH3:22])[C:18]([O:23][CH3:24])=[C:17]([Br:25])[CH:16]=1)C. No catalyst specified. The product is [NH2:1][C:2]1[CH:3]=[C:4]2[C:5]([C:14]([C:15]3[CH:20]=[C:19]([O:21][CH3:22])[C:18]([O:23][CH3:24])=[C:17]([Br:25])[CH:16]=3)=[C:13]([C:26]#[N:27])[C:12](=[O:11])[O:8]2)=[CH:6][CH:7]=1. The yield is 0.0700. (4) The reactants are [C:1]([C:9]1[N:10]=[CH:11][C:12]([NH:15][C:16]([NH:18][C:19]2[CH:24]=[C:23]([CH3:25])[CH:22]=[CH:21][C:20]=2[O:26][CH3:27])=[O:17])=[N:13][CH:14]=1)(=[O:8])[C:2]1[CH:7]=[CH:6][CH:5]=[CH:4][CH:3]=1.[BH4-].[Na+]. The catalyst is CO.C(OCC)(=O)C. The product is [OH:8][CH:1]([C:2]1[CH:7]=[CH:6][CH:5]=[CH:4][CH:3]=1)[C:9]1[N:10]=[CH:11][C:12]([NH:15][C:16]([NH:18][C:19]2[CH:24]=[C:23]([CH3:25])[CH:22]=[CH:21][C:20]=2[O:26][CH3:27])=[O:17])=[N:13][CH:14]=1. The yield is 0.910.